From a dataset of Peptide-MHC class I binding affinity with 185,985 pairs from IEDB/IMGT. Regression. Given a peptide amino acid sequence and an MHC pseudo amino acid sequence, predict their binding affinity value. This is MHC class I binding data. (1) The peptide sequence is SRWRIRSGL. The MHC is HLA-B15:01 with pseudo-sequence HLA-B15:01. The binding affinity (normalized) is 0.0847. (2) The peptide sequence is GHYTHITAK. The MHC is HLA-A26:01 with pseudo-sequence HLA-A26:01. The binding affinity (normalized) is 0.0847. (3) The peptide sequence is HMEDTGEARE. The MHC is Mamu-A2201 with pseudo-sequence Mamu-A2201. The binding affinity (normalized) is 0. (4) The binding affinity (normalized) is 0.479. The MHC is HLA-A26:01 with pseudo-sequence HLA-A26:01. The peptide sequence is KVSDEIWNY. (5) The peptide sequence is CTANSWNVI. The MHC is HLA-A02:01 with pseudo-sequence HLA-A02:01. The binding affinity (normalized) is 0.383. (6) The MHC is HLA-B35:01 with pseudo-sequence HLA-B35:01. The peptide sequence is MMMSTAVAF. The binding affinity (normalized) is 1.00.